Dataset: Reaction yield outcomes from USPTO patents with 853,638 reactions. Task: Predict the reaction yield, written as a fraction of the theoretical maximum amount of product (1.0 means a 100% yield; for example, 0.34 means a 34% yield). (1) The reactants are C(O)(C(F)(F)F)=O.[OH:8][CH2:9][CH2:10][C:11]1[CH:16]=[CH:15][C:14]([O:17][C:18](=[O:27])[N:19]([CH3:26])[C:20]2[CH:25]=[CH:24][CH:23]=[CH:22][CH:21]=2)=[CH:13][CH:12]=1.Cl.O[N:30]1[CH:34]=[CH:33][N:32]=[CH:31]1. No catalyst specified. The product is [N:30]1([O:8][CH2:9][CH2:10][C:11]2[CH:12]=[CH:13][C:14]([O:17][C:18](=[O:27])[N:19]([CH3:26])[C:20]3[CH:21]=[CH:22][CH:23]=[CH:24][CH:25]=3)=[CH:15][CH:16]=2)[CH:34]=[CH:33][N:32]=[CH:31]1. The yield is 0.790. (2) The reactants are Cl[C:2]1[N:3]=[CH:4][C:5]2[CH2:11][N:10]([C:12]([C:14]3[CH:15]=[N:16][CH:17]=[CH:18][CH:19]=3)=[O:13])[CH2:9][CH2:8][C:6]=2[N:7]=1.[CH3:20][O:21][C:22]1[CH:23]=[C:24]([CH:26]=[CH:27][CH:28]=1)[NH2:25].CCOC(C)=O. The catalyst is C(O)(C)C. The product is [CH3:20][O:21][C:22]1[CH:23]=[C:24]([NH:25][C:2]2[N:3]=[CH:4][C:5]3[CH2:11][N:10]([C:12]([C:14]4[CH:15]=[N:16][CH:17]=[CH:18][CH:19]=4)=[O:13])[CH2:9][CH2:8][C:6]=3[N:7]=2)[CH:26]=[CH:27][CH:28]=1. The yield is 0.517. (3) The reactants are [C:1]([NH:9][C:10]1[CH:30]=[CH:29][N:13]([C@@H:14]2[O:28][C@H:18]([CH2:19][O:20][Si:21]([C:24]([CH3:27])([CH3:26])[CH3:25])([CH3:23])[CH3:22])[C@@H:16]([OH:17])[CH2:15]2)[C:12](=[O:31])[N:11]=1)(=[O:8])[C:2]1[CH:7]=[CH:6][CH:5]=[CH:4][CH:3]=1.[CH3:32][S:33]([CH3:35])=O.C(OC(=O)C)(=O)C.C([O-])(O)=O.[Na+]. The catalyst is CCOC(C)=O.C(O)(=O)C. The product is [C:1]([NH:9][C:10]1[CH:30]=[CH:29][N:13]([C@@H:14]2[O:28][C@H:18]([CH2:19][O:20][Si:21]([C:24]([CH3:25])([CH3:26])[CH3:27])([CH3:23])[CH3:22])[C@@H:16]([O:17][CH2:32][S:33][CH3:35])[CH2:15]2)[C:12](=[O:31])[N:11]=1)(=[O:8])[C:2]1[CH:3]=[CH:4][CH:5]=[CH:6][CH:7]=1. The yield is 0.730. (4) The yield is 0.269. The catalyst is CC(O)C.C1COCC1.O. The reactants are C([O:4][CH2:5][C:6]1[C:7]([N:33]2[CH2:45][CH2:44][N:36]3[C:37]4[CH2:38][CH2:39][CH2:40][CH2:41][C:42]=4[CH:43]=[C:35]3[C:34]2=[O:46])=[N:8][CH:9]=[CH:10][C:11]=1[C:12]1[CH:17]=[C:16]([NH:18][C:19]2[CH:24]=[CH:23][C:22]([N:25]3[CH2:30][CH2:29][NH:28][CH2:27][CH2:26]3)=[CH:21][N:20]=2)[C:15](=[O:31])[N:14]([CH3:32])[CH:13]=1)(=O)C.[Li+].[OH-]. The product is [OH:4][CH2:5][C:6]1[C:7]([N:33]2[CH2:45][CH2:44][N:36]3[C:37]4[CH2:38][CH2:39][CH2:40][CH2:41][C:42]=4[CH:43]=[C:35]3[C:34]2=[O:46])=[N:8][CH:9]=[CH:10][C:11]=1[C:12]1[CH:17]=[C:16]([NH:18][C:19]2[CH:24]=[CH:23][C:22]([N:25]3[CH2:30][CH2:29][NH:28][CH2:27][CH2:26]3)=[CH:21][N:20]=2)[C:15](=[O:31])[N:14]([CH3:32])[CH:13]=1. (5) The reactants are [Cl:1][C:2]1[C:3]([O:12][C:13]2[CH:18]=[C:17]([O:19][CH2:20][CH2:21][O:22][CH3:23])[CH:16]=[CH:15][C:14]=2[CH2:24][CH2:25][CH2:26][NH2:27])=[N:4][CH:5]=[C:6]([C:8]([F:11])([F:10])[F:9])[CH:7]=1.N1C=CC=CC=1.[CH2:34]([S:39](Cl)(=[O:41])=[O:40])[CH2:35][CH2:36][CH2:37][CH3:38].[Cl-].[NH4+]. The catalyst is C(OCC)(=O)C. The product is [Cl:1][C:2]1[C:3]([O:12][C:13]2[CH:18]=[C:17]([O:19][CH2:20][CH2:21][O:22][CH3:23])[CH:16]=[CH:15][C:14]=2[CH2:24][CH2:25][CH2:26][NH:27][S:39]([CH2:34][CH2:35][CH2:36][CH2:37][CH3:38])(=[O:41])=[O:40])=[N:4][CH:5]=[C:6]([C:8]([F:9])([F:11])[F:10])[CH:7]=1. The yield is 0.150.